Dataset: Peptide-MHC class I binding affinity with 185,985 pairs from IEDB/IMGT. Task: Regression. Given a peptide amino acid sequence and an MHC pseudo amino acid sequence, predict their binding affinity value. This is MHC class I binding data. (1) The peptide sequence is EPIDKELYPL. The MHC is HLA-A30:01 with pseudo-sequence HLA-A30:01. The binding affinity (normalized) is 0. (2) The peptide sequence is IVPEFAKQYV. The MHC is HLA-A02:03 with pseudo-sequence HLA-A02:03. The binding affinity (normalized) is 0.731. (3) The peptide sequence is LTDLINRRT. The MHC is HLA-A01:01 with pseudo-sequence HLA-A01:01. The binding affinity (normalized) is 0.322. (4) The peptide sequence is DAVRNTNEA. The MHC is H-2-Db with pseudo-sequence H-2-Db. The binding affinity (normalized) is 0.564. (5) The peptide sequence is IFPLQEGSHL. The MHC is Mamu-A01 with pseudo-sequence Mamu-A01. The binding affinity (normalized) is 0. (6) The peptide sequence is YGVKYPNL. The MHC is H-2-Db with pseudo-sequence H-2-Db. The binding affinity (normalized) is 0. (7) The peptide sequence is LLFRMILNY. The MHC is HLA-A80:01 with pseudo-sequence HLA-A80:01. The binding affinity (normalized) is 0.699.